The task is: Predict the product of the given reaction.. This data is from Forward reaction prediction with 1.9M reactions from USPTO patents (1976-2016). (1) Given the reactants C([Li])(C)(C)C.CCCCC.[C:11]([O:15][C:16](=[O:25])[NH:17][C:18]1[CH:23]=[CH:22][CH:21]=[CH:20][C:19]=1[F:24])([CH3:14])([CH3:13])[CH3:12].[C:26](=[O:28])=[O:27], predict the reaction product. The product is: [C:11]([O:15][C:16]([NH:17][C:18]1[C:19]([F:24])=[CH:20][CH:21]=[CH:22][C:23]=1[C:26]([OH:28])=[O:27])=[O:25])([CH3:14])([CH3:12])[CH3:13]. (2) Given the reactants CC1C=CC(S(N[C@@H]([C@H](N)C2C=CC=CC=2)C2C=CC=CC=2)(=O)=O)=CC=1.C(N(CC)CC)C.CN(C=O)C.[CH2:39]([O:41][C@@H:42]([CH2:49][C:50]1[CH:55]=[CH:54][C:53]([O:56][CH2:57][C:58]([C:60]2[CH:65]=[CH:64][CH:63]=[C:62]([O:66][CH3:67])[CH:61]=2)=[O:59])=[CH:52][CH:51]=1)[C:43]([N:45]([O:47][CH3:48])C)=[O:44])[CH3:40], predict the reaction product. The product is: [CH2:39]([O:41][C@@H:42]([CH2:49][C:50]1[CH:55]=[CH:54][C:53]([O:56][CH2:57][C@@H:58]([OH:59])[C:60]2[CH:65]=[CH:64][CH:63]=[C:62]([O:66][CH3:67])[CH:61]=2)=[CH:52][CH:51]=1)[C:43]([NH:45][O:47][CH3:48])=[O:44])[CH3:40]. (3) Given the reactants CN(C)[C:3](=[O:5])[CH3:4].FC(F)(F)S(OS(C(F)(F)F)(=O)=O)(=O)=O.[CH:22]([C:24]1[CH:33]=[CH:32][C:27]([C:28]([O:30][CH3:31])=[O:29])=[C:26]([CH3:34])[CH:25]=1)=[CH2:23].CC1C=C(C)C=C(C)N=1, predict the reaction product. The product is: [CH3:34][C:26]1[CH:25]=[C:24]([CH:22]2[CH2:4][C:3](=[O:5])[CH2:23]2)[CH:33]=[CH:32][C:27]=1[C:28]([O:30][CH3:31])=[O:29].